From a dataset of Forward reaction prediction with 1.9M reactions from USPTO patents (1976-2016). Predict the product of the given reaction. (1) Given the reactants C(OC(=O)[NH:7][CH2:8][C:9]1[N:10]=[N:11][N:12]([CH2:14][C:15]2[CH:20]=[CH:19][CH:18]=[C:17]([NH:21][C:22]3[S:23][C:24]([C:30]4[C:35]([F:36])=[CH:34][C:33]([C:37]([OH:40])([CH3:39])[CH3:38])=[CH:32][C:31]=4[F:41])=[CH:25][C:26]=3[C:27]([NH2:29])=[O:28])[N:16]=2)[CH:13]=1)(C)(C)C.Cl.O1CCOCC1, predict the reaction product. The product is: [NH2:7][CH2:8][C:9]1[N:10]=[N:11][N:12]([CH2:14][C:15]2[N:16]=[C:17]([NH:21][C:22]3[S:23][C:24]([C:30]4[C:31]([F:41])=[CH:32][C:33]([C:37]([OH:40])([CH3:38])[CH3:39])=[CH:34][C:35]=4[F:36])=[CH:25][C:26]=3[C:27]([NH2:29])=[O:28])[CH:18]=[CH:19][CH:20]=2)[CH:13]=1. (2) The product is: [CH2:28]([C:30]1[N:31]([C:2]2[N:10]=[C:9]3[C:5]([N:6]=[C:7]([CH2:12][CH2:13][N:14]4[CH2:19][CH2:18][O:17][CH2:16][C:15]4([CH3:21])[CH3:20])[N:8]3[CH3:11])=[C:4]([N:22]3[CH2:23][CH2:24][O:25][CH2:26][CH2:27]3)[N:3]=2)[C:32]2[CH:38]=[CH:37][CH:36]=[CH:35][C:33]=2[N:34]=1)[CH3:29]. Given the reactants Cl[C:2]1[N:10]=[C:9]2[C:5]([N:6]=[C:7]([CH2:12][CH2:13][N:14]3[CH2:19][CH2:18][O:17][CH2:16][C:15]3([CH3:21])[CH3:20])[N:8]2[CH3:11])=[C:4]([N:22]2[CH2:27][CH2:26][O:25][CH2:24][CH2:23]2)[N:3]=1.[CH2:28]([C:30]1[NH:31][C:32]2[CH:38]=[CH:37][CH:36]=[CH:35][C:33]=2[N:34]=1)[CH3:29].CC(C1C=C(C(C)C)C(C2C=CC=CC=2P(C2CCCCC2)C2CCCCC2)=C(C(C)C)C=1)C.C([O-])([O-])=O.[Cs+].[Cs+], predict the reaction product. (3) Given the reactants [Br:1][C:2]1[CH:3]=[C:4]([CH:8]=[CH:9][N:10]=1)[C:5]([OH:7])=O.CN(C(ON1N=NC2C=CC=NC1=2)=[N+](C)C)C.F[P-](F)(F)(F)(F)F.C(N(C(C)C)C(C)C)C.[F:44][C:45]1[CH:50]=[CH:49][C:48]([C:51]2[C:59]3[O:58][C:57]([NH2:60])=[N:56][C:55]=3[C:54]([O:61][CH3:62])=[CH:53][CH:52]=2)=[CH:47][CH:46]=1, predict the reaction product. The product is: [Br:1][C:2]1[CH:3]=[C:4]([CH:8]=[CH:9][N:10]=1)[C:5]([NH:60][C:57]1[O:58][C:59]2[C:51]([C:48]3[CH:49]=[CH:50][C:45]([F:44])=[CH:46][CH:47]=3)=[CH:52][CH:53]=[C:54]([O:61][CH3:62])[C:55]=2[N:56]=1)=[O:7].